Dataset: Full USPTO retrosynthesis dataset with 1.9M reactions from patents (1976-2016). Task: Predict the reactants needed to synthesize the given product. (1) Given the product [CH3:1][O:2][C:3]([C:5]1[CH:6]=[C:7]2[C:11](=[CH:12][CH:13]=1)[NH:10][C:9]([C:14]([OH:16])=[O:15])=[CH:8]2)=[O:4], predict the reactants needed to synthesize it. The reactants are: [CH3:1][O:2][C:3]([C:5]1[CH:6]=[C:7]2[C:11](=[CH:12][CH:13]=1)[NH:10][C:9]([C:14]([O:16]CC1C=CC=CC=1)=[O:15])=[CH:8]2)=[O:4]. (2) Given the product [C:1]([O:5][C:6](=[O:37])[NH:7][C:8]1([C:12]2[CH:13]=[CH:14][C:15]([C:18]3[C:23]([C:24]4[CH:25]=[CH:26][CH:27]=[CH:28][CH:29]=4)=[CH:22][C:21]([NH2:30])=[C:20]([CH2:33][NH2:34])[N:19]=3)=[CH:16][CH:17]=2)[CH2:9][CH2:10][CH2:11]1)([CH3:4])([CH3:2])[CH3:3], predict the reactants needed to synthesize it. The reactants are: [C:1]([O:5][C:6](=[O:37])[NH:7][C:8]1([C:12]2[CH:17]=[CH:16][C:15]([C:18]3[C:23]([C:24]4[CH:29]=[CH:28][CH:27]=[CH:26][CH:25]=4)=[CH:22][C:21]([N+:30]([O-])=O)=[C:20]([CH2:33][N+:34]([O-])=O)[N:19]=3)=[CH:14][CH:13]=2)[CH2:11][CH2:10][CH2:9]1)([CH3:4])([CH3:3])[CH3:2]. (3) Given the product [CH2:13]([C:15]1[CH:21]=[CH:20][CH:19]=[CH:18][C:16]=1[N:17]1[CH2:6][CH2:7][CH:5]([C:8]([OH:9])=[O:10])[C:4]1=[O:11])[CH3:14], predict the reactants needed to synthesize it. The reactants are: CC1(C)[O:9][C:8](=[O:10])[C:5]2([CH2:7][CH2:6]2)[C:4](=[O:11])O1.[CH2:13]([C:15]1[CH:21]=[CH:20][CH:19]=[CH:18][C:16]=1[NH2:17])[CH3:14]. (4) Given the product [CH3:1][O:2][C:3]1[CH:4]=[C:5]([CH:6]=[CH:7][C:8]=1[OH:9])/[CH:10]=[CH:11]\[CH:15]([S:16][CH:15](/[CH:11]=[CH:10]\[C:5]1[CH:6]=[CH:7][C:8]([OH:9])=[C:3]([O:2][CH3:1])[CH:4]=1)[C:14]1[CH:17]=[CH:18][C:19]([F:21])=[CH:20][C:13]=1[Cl:12])[C:14]1[CH:17]=[CH:18][C:19]([F:21])=[CH:20][C:13]=1[Cl:12], predict the reactants needed to synthesize it. The reactants are: [CH3:1][O:2][C:3]1[CH:4]=[C:5]([C:10]#[CH:11])[CH:6]=[CH:7][C:8]=1[OH:9].[Cl:12][C:13]1[CH:20]=[C:19]([F:21])[CH:18]=[CH:17][C:14]=1[CH2:15][SH:16].[Na]. (5) Given the product [CH2:11]([O:18][C:19]1[CH:20]=[CH:21][C:22]([CH2:23][C:6]#[C:5][Si:2]([CH3:4])([CH3:3])[CH3:1])=[CH:25][CH:26]=1)[C:12]1[CH:13]=[CH:14][CH:15]=[CH:16][CH:17]=1, predict the reactants needed to synthesize it. The reactants are: [CH3:1][Si:2]([C:5]#[CH:6])([CH3:4])[CH3:3].C([Mg]Br)C.[CH2:11]([O:18][C:19]1[CH:26]=[CH:25][C:22]([CH2:23]Cl)=[CH:21][CH:20]=1)[C:12]1[CH:17]=[CH:16][CH:15]=[CH:14][CH:13]=1.[Cl-].[NH4+]. (6) Given the product [Br:20][C:21]1[CH:22]=[CH:23][C:24]([S:27]([NH:11][C:4]2[C:5]3[C:10](=[CH:9][CH:8]=[CH:7][CH:6]=3)[N:1]=[CH:2][CH:3]=2)(=[O:29])=[O:28])=[C:18]([CH3:19])[CH:26]=1, predict the reactants needed to synthesize it. The reactants are: [N:1]1[C:10]2[C:5](=[CH:6][CH:7]=[CH:8][CH:9]=2)[C:4]([NH:11]C)=[CH:3][CH:2]=1.C(N([CH2:18][CH3:19])CC)C.[Br:20][C:21]1[CH:26]=C[C:24]([S:27](Cl)(=[O:29])=[O:28])=[CH:23][CH:22]=1.O.